From a dataset of Forward reaction prediction with 1.9M reactions from USPTO patents (1976-2016). Predict the product of the given reaction. (1) Given the reactants [Li+].CC([N-]C(C)C)C.[CH:9]1([C:13]([O:15][CH2:16][CH3:17])=[O:14])[CH2:12][CH2:11][CH2:10]1.[Br:18][C:19]1[CH:26]=[CH:25][C:22]([CH2:23]Br)=[CH:21][CH:20]=1, predict the reaction product. The product is: [Br:18][C:19]1[CH:26]=[CH:25][C:22]([CH2:23][C:9]2([C:13]([O:15][CH2:16][CH3:17])=[O:14])[CH2:12][CH2:11][CH2:10]2)=[CH:21][CH:20]=1. (2) Given the reactants [N+:1]([C:4]1[CH:9]=[CH:8][C:7]([C:10]2[S:14][C:13]([CH2:15]CNC(=O)OC(C)(C)C)=[N:12][CH:11]=2)=[CH:6][CH:5]=1)([O-:3])=[O:2].[N+](C1C=CC(C(=O)CNC(=O)C[NH:39][C:40](=[O:46])[O:41][C:42]([CH3:45])([CH3:44])[CH3:43])=CC=1)([O-])=O.COC1C=CC(P2(SP(C3C=CC(OC)=CC=3)(=S)S2)=S)=CC=1, predict the reaction product. The product is: [C:42]([O:41][C:40](=[O:46])[NH:39][CH2:15][C:13]1[S:14][C:10]([C:7]2[CH:6]=[CH:5][C:4]([N+:1]([O-:3])=[O:2])=[CH:9][CH:8]=2)=[CH:11][N:12]=1)([CH3:45])([CH3:44])[CH3:43].